From a dataset of Forward reaction prediction with 1.9M reactions from USPTO patents (1976-2016). Predict the product of the given reaction. (1) Given the reactants [CH3:1][O:2][C:3]1[CH:4]=[C:5]([CH:8]=[C:9]([O:13][CH3:14])[C:10]=1[O:11][CH3:12])[CH:6]=O.C(O)(=O)[CH2:16][C:17]([OH:19])=[O:18].N1CCCCC1.Cl, predict the reaction product. The product is: [CH3:1][O:2][C:3]1[CH:4]=[C:5]([CH:8]=[C:9]([O:13][CH3:14])[C:10]=1[O:11][CH3:12])[CH:6]=[CH:16][C:17]([OH:19])=[O:18]. (2) Given the reactants [S:1](O[S:1]([C:4]([F:7])([F:6])[F:5])(=[O:3])=[O:2])([C:4]([F:7])([F:6])[F:5])(=[O:3])=[O:2].N1C=CC=CC=1.[NH2:22][C:23]1[CH:28]=[CH:27][C:26]([C:29](=[O:31])[CH3:30])=[C:25]([Cl:32])[CH:24]=1.C(OCC)C, predict the reaction product. The product is: [C:29]([C:26]1[CH:27]=[CH:28][C:23]([NH:22][S:1]([C:4]([F:7])([F:6])[F:5])(=[O:3])=[O:2])=[CH:24][C:25]=1[Cl:32])(=[O:31])[CH3:30].